From a dataset of Reaction yield outcomes from USPTO patents with 853,638 reactions. Predict the reaction yield, written as a fraction of the theoretical maximum amount of product (1.0 means a 100% yield; for example, 0.34 means a 34% yield). The yield is 0.370. The product is [CH3:13][N:14]([CH2:57][CH2:58][N:8]1[CH2:9][CH2:10][CH2:11][C@H:7]1[C:6]([O:5][C:1]([CH3:4])([CH3:2])[CH3:3])=[O:12])[C:15](=[O:56])[C:16]1[CH:55]=[CH:54][CH:53]=[C:18]([C:19](=[O:20])[NH:21][C:22]2[CH:27]=[CH:26][C:25]([N:28]3[CH2:33][CH2:32][CH2:31][CH2:30][CH2:29]3)=[CH:24][C:23]=2[C:34]2[CH:39]=[C:38]([C:40](=[O:52])[NH:41][C@@H:42]3[C:51]4[C:46](=[CH:47][CH:48]=[CH:49][CH:50]=4)[CH2:45][CH2:44][CH2:43]3)[CH:37]=[CH:36][N:35]=2)[CH:17]=1. The catalyst is C(O)C. The reactants are [C:1]([O:5][C:6](=[O:12])[C@@H:7]1[CH2:11][CH2:10][CH2:9][NH:8]1)([CH3:4])([CH3:3])[CH3:2].[CH3:13][N:14]([CH2:57][CH:58]=O)[C:15](=[O:56])[C:16]1[CH:55]=[CH:54][CH:53]=[C:18]([C:19]([NH:21][C:22]2[CH:27]=[CH:26][C:25]([N:28]3[CH2:33][CH2:32][CH2:31][CH2:30][CH2:29]3)=[CH:24][C:23]=2[C:34]2[CH:39]=[C:38]([C:40](=[O:52])[NH:41][C@@H:42]3[C:51]4[C:46](=[CH:47][CH:48]=[CH:49][CH:50]=4)[CH2:45][CH2:44][CH2:43]3)[CH:37]=[CH:36][N:35]=2)=[O:20])[CH:17]=1.CC(O)=O.C([BH3-])#N.[Na+].